From a dataset of Catalyst prediction with 721,799 reactions and 888 catalyst types from USPTO. Predict which catalyst facilitates the given reaction. (1) The catalyst class is: 101. Product: [N:30]1[CH:31]=[CH:32][C:27]([C:24]2[N:23]=[C:22]([CH2:21][O:20][CH:17]3[CH2:18][CH2:19][N:14]([C:8]4[CH:9]=[N:10][CH:11]=[CH:12][CH:13]=4)[CH2:15][CH2:16]3)[O:26][N:25]=2)=[CH:28][CH:29]=1. Reactant: CC(C)([O-])C.[Na+].Cl[C:8]1[CH:9]=[N:10][CH:11]=[CH:12][CH:13]=1.[NH:14]1[CH2:19][CH2:18][CH:17]([O:20][CH2:21][C:22]2[O:26][N:25]=[C:24]([C:27]3[CH:32]=[CH:31][N:30]=[CH:29][CH:28]=3)[N:23]=2)[CH2:16][CH2:15]1. (2) Reactant: [CH3:1][C:2]1[CH:8]=[CH:7][C:5]([NH2:6])=[CH:4][C:3]=1[C:9]([F:12])([F:11])[F:10].[Br-:13].[Br-].[Br-].C([N+](CCCC)(CCCC)CCCC)CCC.C([N+](CCCC)(CCCC)CCCC)CCC.C([N+](CCCC)(CCCC)CCCC)CCC.C(=O)([O-])O.[Na+]. Product: [Br:13][C:7]1[CH:8]=[C:2]([CH3:1])[C:3]([C:9]([F:10])([F:11])[F:12])=[CH:4][C:5]=1[NH2:6]. The catalyst class is: 2.